Task: Predict which catalyst facilitates the given reaction.. Dataset: Catalyst prediction with 721,799 reactions and 888 catalyst types from USPTO Reactant: [Cl:1][C:2]1[CH:11]=[CH:10][CH:9]=[C:8]([CH:12]=[CH2:13])[C:3]=1[C:4]([O:6]C)=[O:5].[OH-].[Na+].Cl. Product: [Cl:1][C:2]1[CH:11]=[CH:10][CH:9]=[C:8]([CH:12]=[CH2:13])[C:3]=1[C:4]([OH:6])=[O:5]. The catalyst class is: 88.